From a dataset of Reaction yield outcomes from USPTO patents with 853,638 reactions. Predict the reaction yield, written as a fraction of the theoretical maximum amount of product (1.0 means a 100% yield; for example, 0.34 means a 34% yield). (1) The reactants are [CH3:1][O:2][C:3]1[CH:11]=[C:10]([CH3:12])[CH:9]=[CH:8][C:4]=1[C:5](O)=[O:6].S(=O)(=O)(O)O.O.[NH2:19][NH2:20]. The catalyst is CO. The product is [CH3:1][O:2][C:3]1[CH:11]=[C:10]([CH3:12])[CH:9]=[CH:8][C:4]=1[C:5]([NH:19][NH2:20])=[O:6]. The yield is 0.990. (2) The reactants are [C:1]([CH2:4][CH:5]([S:15]([OH:18])(=[O:17])=[O:16])[CH2:6][NH:7][C:8](=[O:14])/[CH:9]=[CH:10]\[C:11]([OH:13])=O)([OH:3])=[O:2].CC(N(C)C)=O.C[Si](N[Si](C)(C)C)(C)C. The catalyst is [Cl-].[Cl-].[Zn+2].C1(C)C=CC=CC=1. The product is [O:13]=[C:11]1[CH:10]=[CH:9][C:8](=[O:14])[N:7]1[CH2:6][CH:5]([S:15]([OH:18])(=[O:17])=[O:16])[CH2:4][C:1]([OH:3])=[O:2]. The yield is 0.750. (3) The reactants are [N:1]1[C:10]2[C:5](=[CH:6][CH:7]=[CH:8][CH:9]=2)[CH:4]=[CH:3][C:2]=1[N:11]1[CH2:16][CH2:15][N:14]([CH2:17][CH2:18][CH2:19][CH2:20][NH2:21])[CH2:13][CH2:12]1.C1N=CN([C:27](N2C=NC=C2)=[O:28])C=1.[C:34]1([N:40]2[CH2:45][CH2:44][NH:43][CH2:42][CH2:41]2)[CH:39]=[CH:38][CH:37]=[CH:36][CH:35]=1. The catalyst is C(Cl)(Cl)Cl.CO. The product is [C:34]1([N:40]2[CH2:45][CH2:44][N:43]([C:27]([NH:21][CH2:20][CH2:19][CH2:18][CH2:17][N:14]3[CH2:13][CH2:12][N:11]([C:2]4[CH:3]=[CH:4][C:5]5[C:10](=[CH:9][CH:8]=[CH:7][CH:6]=5)[N:1]=4)[CH2:16][CH2:15]3)=[O:28])[CH2:42][CH2:41]2)[CH:39]=[CH:38][CH:37]=[CH:36][CH:35]=1. The yield is 0.270. (4) The reactants are [C:1]([O:5][C:6]([N:8]1[CH2:13][CH2:12][C:11](Br)([CH:14]([Br:25])[C:15]2[CH:20]=[CH:19][C:18]([C:21]([O:23]C)=[O:22])=[CH:17][CH:16]=2)[CH2:10][CH2:9]1)=[O:7])([CH3:4])([CH3:3])[CH3:2]. The product is [C:1]([O:5][C:6]([N:8]1[CH2:13][CH2:12][C:11](=[C:14]([Br:25])[C:15]2[CH:20]=[CH:19][C:18]([C:21]([OH:23])=[O:22])=[CH:17][CH:16]=2)[CH2:10][CH2:9]1)=[O:7])([CH3:4])([CH3:2])[CH3:3]. The yield is 0.870. The catalyst is CO.[OH-].[Na+].